From a dataset of Full USPTO retrosynthesis dataset with 1.9M reactions from patents (1976-2016). Predict the reactants needed to synthesize the given product. (1) Given the product [NH:8]1[CH2:13][CH2:12][CH:11]([CH2:14][C:15]([NH:17][C:18]2[C:22]3[CH:23]=[CH:24][CH:25]=[CH:26][C:21]=3[O:20][C:19]=2[C:27]([NH:29][C:30]2[CH:35]=[CH:34][C:33]([Cl:36])=[CH:32][N:31]=2)=[O:28])=[O:16])[CH2:10][CH2:9]1, predict the reactants needed to synthesize it. The reactants are: C(OC([N:8]1[CH2:13][CH2:12][CH:11]([CH2:14][C:15]([NH:17][C:18]2[C:22]3[CH:23]=[CH:24][CH:25]=[CH:26][C:21]=3[O:20][C:19]=2[C:27]([NH:29][C:30]2[CH:35]=[CH:34][C:33]([Cl:36])=[CH:32][N:31]=2)=[O:28])=[O:16])[CH2:10][CH2:9]1)=O)(C)(C)C.Cl. (2) Given the product [O:23]=[C:22]1[CH2:21][CH2:20][C:19](=[O:24])[CH:25]1[O:15][C:14](=[O:16])[CH:9]([NH:8][C:6]([O:5][C:1]([CH3:3])([CH3:2])[CH3:4])=[O:7])[CH2:10][CH:11]([CH3:12])[CH3:13], predict the reactants needed to synthesize it. The reactants are: [C:1]([O:5][C:6]([NH:8][C@H:9]([C:14]([OH:16])=[O:15])[CH2:10][CH:11]([CH3:13])[CH3:12])=[O:7])([CH3:4])([CH3:3])[CH3:2].ON1[C:22](=[O:23])[CH2:21][CH2:20][C:19]1=[O:24].[CH:25]1(N=C=NC2CCCCC2)CCCCC1. (3) The reactants are: CS(O[CH2:6][C@@H:7]([NH:10][C:11]([O:13][C:14]([CH3:17])([CH3:16])[CH3:15])=[O:12])[CH2:8][CH3:9])(=O)=O.[N-:18]=[N+:19]=[N-:20].[Na+].O. Given the product [N:18]([CH2:6][C@@H:7]([NH:10][C:11](=[O:12])[O:13][C:14]([CH3:17])([CH3:16])[CH3:15])[CH2:8][CH3:9])=[N+:19]=[N-:20], predict the reactants needed to synthesize it. (4) Given the product [N:44]1([CH2:51][CH2:52][O:53][C:54]2[N:59]=[CH:58][C:57]([CH2:60][N:61]([CH2:82][CH3:83])[C:62]3[CH:67]=[C:66]([OH:68])[CH:65]=[CH:64][C:63]=3[CH:70]3[CH2:79][CH2:78][C:77]4[CH:76]=[C:75]([OH:80])[CH:74]=[CH:73][C:72]=4[CH2:71]3)=[CH:56][CH:55]=2)[CH2:50][CH2:49][CH2:48][CH2:47][CH2:46][CH2:45]1, predict the reactants needed to synthesize it. The reactants are: C(NC1C=C(OC)C=CC=1C1CCC2C(=CC=C(OC)C=2)C1)C.Cl.N1(CCOC2C=CC(C(O)=O)=CN=2)CCCCCC1.[N:44]1([CH2:51][CH2:52][O:53][C:54]2[N:59]=[CH:58][C:57]([CH2:60][N:61]([CH2:82][CH3:83])[C:62]3[CH:67]=[C:66]([O:68]C)[CH:65]=[CH:64][C:63]=3[CH:70]3[CH2:79][CH2:78][C:77]4[C:72](=[CH:73][CH:74]=[C:75]([O:80]C)[CH:76]=4)[CH2:71]3)=[CH:56][CH:55]=2)[CH2:50][CH2:49][CH2:48][CH2:47][CH2:46][CH2:45]1. (5) Given the product [C:1]([O:5][C:6]([NH:8][CH:9]([CH2:15][CH3:16])[C@@H:10]([C:11]1[O:13][N:40]=[C:33]([C:34]2[CH:39]=[CH:38][CH:37]=[CH:36][CH:35]=2)[N:32]=1)[OH:14])=[O:7])([CH3:2])([CH3:3])[CH3:4], predict the reactants needed to synthesize it. The reactants are: [C:1]([O:5][C:6]([NH:8][CH:9]([CH2:15][CH3:16])[CH:10]([OH:14])[C:11]([OH:13])=O)=[O:7])([CH3:4])([CH3:3])[CH3:2].C(Cl)CCl.C1C=CC2N(O)N=NC=2C=1.O[NH:32][C:33](=[NH:40])[C:34]1[CH:39]=[CH:38][CH:37]=[CH:36][CH:35]=1.CN1CCOCC1. (6) Given the product [CH3:18][C:17]1[N:9]2[CH:10]=[C:11]([NH:14][C:36]([C:33]3[CH:32]=[CH:31][C:30]([C:27]4[CH:28]=[CH:29][C:24]([C:23]([F:22])([F:39])[F:40])=[CH:25][CH:26]=4)=[CH:35][CH:34]=3)=[O:37])[CH:12]=[CH:13][C:8]2=[N:7][C:6]=1[N:5]([CH3:19])[C:3](=[O:4])[C:2]([F:21])([F:20])[F:1], predict the reactants needed to synthesize it. The reactants are: [F:1][C:2]([F:21])([F:20])[C:3]([N:5]([CH3:19])[C:6]1[N:7]=[C:8]2[CH:13]=[CH:12][C:11]([N+:14]([O-])=O)=[CH:10][N:9]2[C:17]=1[CH3:18])=[O:4].[F:22][C:23]([F:40])([F:39])[C:24]1[CH:29]=[CH:28][C:27]([C:30]2[CH:35]=[CH:34][C:33]([C:36](O)=[O:37])=[CH:32][CH:31]=2)=[CH:26][CH:25]=1.